From a dataset of Full USPTO retrosynthesis dataset with 1.9M reactions from patents (1976-2016). Predict the reactants needed to synthesize the given product. (1) Given the product [Br:1][C:2]1[CH:10]=[C:6]([CH2:7][OH:8])[CH:5]=[N:4][CH:3]=1, predict the reactants needed to synthesize it. The reactants are: [Br:1][C:2]1[CH:3]=[N:4][CH:5]=[C:6]([CH:10]=1)[C:7](O)=[O:8].Cl.[OH-].[Na+]. (2) Given the product [CH2:28]([C:7]1[C:8]2[C:21](=[CH:20][C:19]3[C:10]([CH:9]=2)=[C:11]([CH2:25][CH2:26][CH3:27])[C:12]2[C:17](=[CH:16][CH:15]=[CH:14][CH:13]=2)[C:18]=3[CH2:22][CH2:23][CH3:24])[C:4]([CH2:1][CH2:2][CH3:3])=[C:5]([CH2:34][CH2:35][CH3:36])[C:6]=1[CH2:31][CH2:32][CH3:33])[CH2:29][CH3:30], predict the reactants needed to synthesize it. The reactants are: [CH2:1]([C:4]1[C:21]2[CH2:20][C:19]3[C:10](=[C:11]([CH2:25][CH2:26][CH3:27])[C:12]4[C:17]([C:18]=3[CH2:22][CH2:23][CH3:24])=[CH:16][CH:15]=[CH:14][CH:13]=4)[CH2:9][C:8]=2[C:7]([CH2:28][CH2:29][CH3:30])=[C:6]([CH2:31][CH2:32][CH3:33])[C:5]=1[CH2:34][CH2:35][CH3:36])[CH2:2][CH3:3].ClC1C(=O)C(C#N)=C(C#N)C(=O)C=1Cl. (3) The reactants are: [CH:1]1[C:13]2[C:12](=[CH:14][C:15]([NH:17][CH2:18][CH2:19][CH2:20][CH2:21][CH2:22][CH2:23][CH2:24][C:25](O)=[O:26])=[O:16])[C:11]3[C:6](=[CH:7][CH:8]=[CH:9][CH:10]=3)[C:5]=2[CH:4]=[CH:3][CH:2]=1.Cl.C(N=C=NCCCN(C)C)C.O[C:41]1[C:49]2[N:48]=N[NH:46][C:45]=2[CH:44]=[CH:43][CH:42]=1.C(N(CC)CC)C.C1(N)C=CC=CC=1N. Given the product [CH:10]1[C:11]2[C:12](=[CH:14][C:15]([NH:17][CH2:18][CH2:19][CH2:20][CH2:21][CH2:22][CH2:23][CH2:24][C:25]([NH:46][C:45]3[CH:44]=[CH:43][CH:42]=[CH:41][C:49]=3[NH2:48])=[O:26])=[O:16])[C:13]3[C:5](=[CH:4][CH:3]=[CH:2][CH:1]=3)[C:6]=2[CH:7]=[CH:8][CH:9]=1, predict the reactants needed to synthesize it. (4) Given the product [Cl:46][C:28]1[C:29]([NH:31][C:32]2[CH:37]=[CH:36][C:35]([N:38]3[CH2:39][CH2:40][O:41][CH2:42][CH2:43]3)=[CH:34][C:33]=2[O:44][CH3:45])=[N:30][C:25]([NH:1][C:2]2[C:3]([O:22][CH3:23])=[CH:4][C:5]3[CH2:11][N:10]([CH2:12][C:13]([N:15]([CH3:16])[CH3:17])=[O:14])[CH2:9][C:8](=[O:18])[N:7]([CH2:19][CH3:20])[C:6]=3[CH:21]=2)=[N:26][CH:27]=1, predict the reactants needed to synthesize it. The reactants are: [NH2:1][C:2]1[C:3]([O:22][CH3:23])=[CH:4][C:5]2[CH2:11][N:10]([CH2:12][C:13]([N:15]([CH3:17])[CH3:16])=[O:14])[CH2:9][C:8](=[O:18])[N:7]([CH2:19][CH3:20])[C:6]=2[CH:21]=1.Cl[C:25]1[N:30]=[C:29]([NH:31][C:32]2[CH:37]=[CH:36][C:35]([N:38]3[CH2:43][CH2:42][O:41][CH2:40][CH2:39]3)=[CH:34][C:33]=2[O:44][CH3:45])[C:28]([Cl:46])=[CH:27][N:26]=1. (5) The reactants are: [Na].[CH2:2]([OH:10])[CH2:3][CH2:4][CH2:5][CH2:6][CH2:7][CH2:8][CH3:9].Cl[CH2:12][CH:13]([OH:16])[CH2:14][OH:15]. Given the product [CH2:2]([O:10][CH2:12][CH:13]([CH2:14][OH:15])[OH:16])[CH2:3][CH2:4][CH2:5][CH2:6][CH2:7][CH2:8][CH3:9].[CH3:12][CH2:13][O:10][CH2:2][CH3:3], predict the reactants needed to synthesize it.